This data is from Reaction yield outcomes from USPTO patents with 853,638 reactions. The task is: Predict the reaction yield, written as a fraction of the theoretical maximum amount of product (1.0 means a 100% yield; for example, 0.34 means a 34% yield). (1) The reactants are Cl.[Cl:2][C:3]1[CH:8]=[CH:7][C:6]([C:9]2([NH2:12])[CH2:11][CH2:10]2)=[CH:5][CH:4]=1.CN(C(ON1N=NC2C=CC=NC1=2)=[N+](C)C)C.F[P-](F)(F)(F)(F)F.CCN(C(C)C)C(C)C.[F:46][C:47]1[CH:52]=[CH:51][C:50]([C:53]2[O:54][C:55]3[CH:65]=[CH:64][C:63]([C:66]4[CH:67]=[C:68]([CH:72]=[CH:73][CH:74]=4)[C:69](O)=[O:70])=[CH:62][C:56]=3[C:57]=2[C:58](=[O:61])[NH:59][CH3:60])=[CH:49][CH:48]=1. The catalyst is CN(C=O)C.CCOC(C)=O. The product is [Cl:2][C:3]1[CH:4]=[CH:5][C:6]([C:9]2([NH:12][C:69]([C:68]3[CH:67]=[C:66]([C:63]4[CH:64]=[CH:65][C:55]5[O:54][C:53]([C:50]6[CH:51]=[CH:52][C:47]([F:46])=[CH:48][CH:49]=6)=[C:57]([C:58]([NH:59][CH3:60])=[O:61])[C:56]=5[CH:62]=4)[CH:74]=[CH:73][CH:72]=3)=[O:70])[CH2:10][CH2:11]2)=[CH:7][CH:8]=1. The yield is 0.140. (2) The reactants are [N-:1]=[N+:2]=[N-:3].[Na+].[C:5]([C:8]1[CH:13]=[CH:12][C:11]([S:14][CH2:15][C:16]2[CH:21]=[CH:20][C:19]([C@H:22]([OH:31])[C:23]3[CH:24]=[C:25]([CH:28]=[CH:29][CH:30]=3)[C:26]#[N:27])=[CH:18][CH:17]=2)=[C:10]([CH2:32][CH2:33][CH3:34])[C:9]=1[OH:35])(=[O:7])[CH3:6].O. The catalyst is CN1CCCC1=O.[Br-].[Zn+2].[Br-]. The product is [OH:35][C:9]1[C:10]([CH2:32][CH2:33][CH3:34])=[C:11]([S:14][CH2:15][C:16]2[CH:21]=[CH:20][C:19]([C@H:22]([OH:31])[C:23]3[CH:30]=[CH:29][CH:28]=[C:25]([C:26]4[NH:27][N:3]=[N:2][N:1]=4)[CH:24]=3)=[CH:18][CH:17]=2)[CH:12]=[CH:13][C:8]=1[C:5](=[O:7])[CH3:6]. The yield is 0.310. (3) The reactants are [CH3:1][N:2]1[C:10](=[O:11])[C:9]2[N:8](CC=C)[C:7]([C:15]#[N:16])=[N:6][C:5]=2[N:4]([CH2:17][CH2:18][CH2:19][CH2:20][CH3:21])[C:3]1=[O:22].N1CCOCC1.CS(C)=O. The catalyst is C1COCC1.C1C=CC([P]([Pd]([P](C2C=CC=CC=2)(C2C=CC=CC=2)C2C=CC=CC=2)([P](C2C=CC=CC=2)(C2C=CC=CC=2)C2C=CC=CC=2)[P](C2C=CC=CC=2)(C2C=CC=CC=2)C2C=CC=CC=2)(C2C=CC=CC=2)C2C=CC=CC=2)=CC=1. The product is [CH3:1][N:2]1[C:10](=[O:11])[C:9]2[NH:8][C:7]([C:15]#[N:16])=[N:6][C:5]=2[N:4]([CH2:17][CH2:18][CH2:19][CH2:20][CH3:21])[C:3]1=[O:22]. The yield is 0.180. (4) The reactants are [Cl:1][C:2]1[CH:7]=[CH:6][CH:5]=[CH:4][C:3]=1[C:8]1[N:9]([C:19]2[CH:24]=[CH:23][C:22]([Cl:25])=[CH:21][CH:20]=2)[CH:10]=[C:11]([C:13](N(OC)C)=[O:14])[N:12]=1.[F:26][C:27]1[CH:32]=[CH:31][C:30]([Mg]Br)=[CH:29][CH:28]=1.[NH4+].[Cl-]. The catalyst is C1COCC1. The product is [Cl:1][C:2]1[CH:7]=[CH:6][CH:5]=[CH:4][C:3]=1[C:8]1[N:9]([C:19]2[CH:20]=[CH:21][C:22]([Cl:25])=[CH:23][CH:24]=2)[CH:10]=[C:11]([C:13]([C:30]2[CH:31]=[CH:32][C:27]([F:26])=[CH:28][CH:29]=2)=[O:14])[N:12]=1. The yield is 0.690. (5) The reactants are [NH2:1][C:2]1[CH:9]=[CH:8][C:5]([C:6]#[N:7])=[C:4]([I:10])[CH:3]=1.[C:11]1(=O)[O:16][C:14](=[O:15])[CH:13]=[CH:12]1. The catalyst is C(O)(=O)C. The product is [O:15]=[C:14]1[CH:13]=[CH:12][C:11](=[O:16])[N:1]1[C:2]1[CH:9]=[CH:8][C:5]([C:6]#[N:7])=[C:4]([I:10])[CH:3]=1. The yield is 0.900. (6) The reactants are [F:1][C:2]1[CH:7]=[CH:6][CH:5]=[C:4]([F:8])[C:3]=1[C:9]1[N:13]([S:14]([C:17]2[CH:18]=[N:19][CH:20]=[CH:21][CH:22]=2)(=[O:16])=[O:15])[CH:12]=[C:11]([CH:23]=[O:24])[CH:10]=1.[Cl:25]N1C(=O)CCC1=O.O. The yield is 0.580. The product is [Cl:25][C:12]1[N:13]([S:14]([C:17]2[CH:18]=[N:19][CH:20]=[CH:21][CH:22]=2)(=[O:16])=[O:15])[C:9]([C:3]2[C:2]([F:1])=[CH:7][CH:6]=[CH:5][C:4]=2[F:8])=[CH:10][C:11]=1[CH:23]=[O:24]. The catalyst is O1CCCC1.CN(C)C=O. (7) The reactants are [NH2:1][C:2](=[O:24])[C@@H:3]([N:13]1[CH2:21][C:20]2[C:15](=[CH:16][CH:17]=[CH:18][C:19]=2[OH:22])[C:14]1=[O:23])[CH2:4][CH2:5][C:6]([O:8][C:9]([CH3:12])([CH3:11])[CH3:10])=[O:7].Cl.Cl[CH2:27][C:28]1[CH:40]=[CH:39][C:31]([CH2:32][N:33]2[CH2:38][CH2:37][O:36][CH2:35][CH2:34]2)=[CH:30][CH:29]=1.C(=O)([O-])[O-].[K+].[K+].CN(C=O)C. The catalyst is O.C(OCC)(=O)C. The product is [NH2:1][C:2](=[O:24])[C@@H:3]([N:13]1[CH2:21][C:20]2[C:15](=[CH:16][CH:17]=[CH:18][C:19]=2[O:22][CH2:27][C:28]2[CH:29]=[CH:30][C:31]([CH2:32][N:33]3[CH2:38][CH2:37][O:36][CH2:35][CH2:34]3)=[CH:39][CH:40]=2)[C:14]1=[O:23])[CH2:4][CH2:5][C:6]([O:8][C:9]([CH3:10])([CH3:12])[CH3:11])=[O:7]. The yield is 0.860. (8) The reactants are [F:1][C:2]1[CH:7]=[CH:6][CH:5]=[CH:4][C:3]=1[N:8]1[CH2:13][CH2:12][N:11]([C:14]([C:16]2[S:25][C:19]3[N:20]=[CH:21][NH:22][C:23](=[O:24])[C:18]=3[C:17]=2[CH3:26])=[O:15])[CH2:10][CH2:9]1.C([O-])([O-])=O.[K+].[K+].Cl[CH2:34][C:35]([NH:37][C:38]1[CH:43]=[CH:42][C:41]([F:44])=[CH:40][C:39]=1[F:45])=[O:36]. The catalyst is CC#N. The product is [F:45][C:39]1[CH:40]=[C:41]([F:44])[CH:42]=[CH:43][C:38]=1[NH:37][C:35](=[O:36])[CH2:34][N:22]1[C:23](=[O:24])[C:18]2[C:17]([CH3:26])=[C:16]([C:14]([N:11]3[CH2:10][CH2:9][N:8]([C:3]4[CH:4]=[CH:5][CH:6]=[CH:7][C:2]=4[F:1])[CH2:13][CH2:12]3)=[O:15])[S:25][C:19]=2[N:20]=[CH:21]1. The yield is 0.350. (9) The reactants are [CH:1]1([N:5]2[CH2:10][CH2:9][CH:8]([O:11][C:12]3[CH:17]=[CH:16][C:15]([CH:18]=C)=[CH:14][N:13]=3)[CH2:7][CH2:6]2)[CH2:4][CH2:3][CH2:2]1.I([O-])(=O)(=O)=[O:21].[Na+].C1COCC1.O. The catalyst is C(OCC)(=O)C.[Os](=O)(=O)(=O)=O. The product is [CH:1]1([N:5]2[CH2:10][CH2:9][CH:8]([O:11][C:12]3[CH:17]=[CH:16][C:15]([CH:18]=[O:21])=[CH:14][N:13]=3)[CH2:7][CH2:6]2)[CH2:4][CH2:3][CH2:2]1. The yield is 0.400.